From a dataset of Full USPTO retrosynthesis dataset with 1.9M reactions from patents (1976-2016). Predict the reactants needed to synthesize the given product. Given the product [O:3]=[C:4]1[CH:5]=[C:6]([C@@H:8]2[CH2:13][CH2:12][N:11]([C:14]([O:16][CH3:17])=[O:15])[C@@H:10]([CH2:18][C:19]3[CH:24]=[CH:23][C:22]([O:25][C:26]([F:29])([F:28])[F:27])=[CH:21][CH:20]=3)[CH2:9]2)[O:7][NH:33]1, predict the reactants needed to synthesize it. The reactants are: C([O:3][C:4](=O)[CH2:5][C:6]([C@@H:8]1[CH2:13][CH2:12][N:11]([C:14]([O:16][CH3:17])=[O:15])[C@@H:10]([CH2:18][C:19]2[CH:24]=[CH:23][C:22]([O:25][C:26]([F:29])([F:28])[F:27])=[CH:21][CH:20]=2)[CH2:9]1)=[O:7])C.[OH-].[Na+].[NH2:33]O.Cl.